This data is from Catalyst prediction with 721,799 reactions and 888 catalyst types from USPTO. The task is: Predict which catalyst facilitates the given reaction. (1) Reactant: [Cl:1][C:2]1[CH:20]=[C:19]([O:21][CH2:22][CH:23]=[C:24]([Cl:26])[Cl:25])[CH:18]=[C:17]([Cl:27])[C:3]=1[O:4][CH2:5][CH2:6][CH2:7][O:8][C:9]1[CH:16]=[CH:15][C:12]([C:13]#[N:14])=[CH:11][CH:10]=1.[Cl-].[NH4+].[N-:30]=[N+:31]=[N-:32].[Na+].Cl. Product: [Cl:1][C:2]1[CH:20]=[C:19]([O:21][CH2:22][CH:23]=[C:24]([Cl:26])[Cl:25])[CH:18]=[C:17]([Cl:27])[C:3]=1[O:4][CH2:5][CH2:6][CH2:7][O:8][C:9]1[CH:10]=[CH:11][C:12]([C:13]2[N:30]=[N:31][NH:32][N:14]=2)=[CH:15][CH:16]=1. The catalyst class is: 9. (2) Reactant: C(OC([NH:11][C@@H:12]([CH2:29][C:30]1[CH:35]=[CH:34][C:33]([C:36]2[N:41]=[CH:40][C:39]([C:42]3[CH:47]=[CH:46][C:45]([O:48][CH2:49][CH2:50][CH2:51][CH2:52][CH2:53][CH2:54][CH3:55])=[CH:44][CH:43]=3)=[CH:38][N:37]=2)=[CH:32][CH:31]=1)[C:13]([NH:15][CH:16]([CH:21]([OH:28])[C:22]1[CH:27]=[CH:26][CH:25]=[CH:24][CH:23]=1)[C:17]([O:19][CH3:20])=[O:18])=[O:14])=O)C1C=CC=CC=1. Product: [NH2:11][C@@H:12]([CH2:29][C:30]1[CH:35]=[CH:34][C:33]([C:36]2[N:41]=[CH:40][C:39]([C:42]3[CH:43]=[CH:44][C:45]([O:48][CH2:49][CH2:50][CH2:51][CH2:52][CH2:53][CH2:54][CH3:55])=[CH:46][CH:47]=3)=[CH:38][N:37]=2)=[CH:32][CH:31]=1)[C:13]([NH:15][CH:16]([CH:21]([OH:28])[C:22]1[CH:23]=[CH:24][CH:25]=[CH:26][CH:27]=1)[C:17]([O:19][CH3:20])=[O:18])=[O:14]. The catalyst class is: 123. (3) Reactant: [CH3:1][CH:2]1[CH2:21][C:5]2[S:6][C:7]([C:15]3[CH:20]=[CH:19][CH:18]=[CH:17][CH:16]=3)=[C:8]([C:9]3[CH:14]=[CH:13][CH:12]=[CH:11][CH:10]=3)[C:4]=2[C:3]1=[O:22].[H-].[H-].[H-].[H-].[Li+].[Al+3].O. Product: [CH3:1][CH:2]1[CH2:21][C:5]2[S:6][C:7]([C:15]3[CH:20]=[CH:19][CH:18]=[CH:17][CH:16]=3)=[C:8]([C:9]3[CH:14]=[CH:13][CH:12]=[CH:11][CH:10]=3)[C:4]=2[CH:3]1[OH:22]. The catalyst class is: 28. (4) Reactant: [CH3:1][N:2]1[CH:6]=[C:5]([C:7]2[N:12]=[C:11]3[N:13]([CH:16]([C:18]4[CH:19]=[CH:20][C:21]([NH:24]C=O)=[N:22][CH:23]=4)[CH3:17])[N:14]=[N:15][C:10]3=[N:9][CH:8]=2)[CH:4]=[N:3]1. Product: [CH3:1][N:2]1[CH:6]=[C:5]([C:7]2[N:12]=[C:11]3[N:13]([CH:16]([C:18]4[CH:19]=[CH:20][C:21]([NH2:24])=[N:22][CH:23]=4)[CH3:17])[N:14]=[N:15][C:10]3=[N:9][CH:8]=2)[CH:4]=[N:3]1. The catalyst class is: 209. (5) Reactant: O.[NH2:2][NH2:3].[N:4]([C:7]1[CH:8]=[C:9]([CH:15]=[CH:16][CH:17]=1)[C:10]([O:12][CH2:13][CH3:14])=[O:11])=[C:5]=[S:6]. Product: [NH:2]([C:5]([NH:4][C:7]1[CH:8]=[C:9]([CH:15]=[CH:16][CH:17]=1)[C:10]([O:12][CH2:13][CH3:14])=[O:11])=[S:6])[NH2:3]. The catalyst class is: 8. (6) Reactant: [Br:1][C:2]1[CH:3]=[N:4][C:5]2[N:6]([N:8]=[C:9]([CH3:13])[C:10]=2[CH:11]=O)[CH:7]=1.Cl.[NH2:15][CH2:16][CH:17]([CH2:24][CH2:25][CH3:26])[CH2:18][C:19](OCC)=[O:20].C(N(CC)CC)C.[BH4-].[Na+]. The catalyst class is: 24. Product: [Br:1][C:2]1[CH:3]=[N:4][C:5]2[N:6]([N:8]=[C:9]([CH3:13])[C:10]=2[CH2:11][N:15]2[CH2:16][CH:17]([CH2:24][CH2:25][CH3:26])[CH2:18][C:19]2=[O:20])[CH:7]=1. (7) Reactant: [C:1]([C:3]1[CH:11]=[CH:10][C:6]([C:7]([OH:9])=[O:8])=[C:5]([F:12])[CH:4]=1)#[N:2].O.[C:14]1(C)C=CC(S(O)(=O)=O)=CC=1. Product: [C:1]([C:3]1[CH:11]=[CH:10][C:6]([C:7]([O:9][CH3:14])=[O:8])=[C:5]([F:12])[CH:4]=1)#[N:2]. The catalyst class is: 5. (8) Reactant: [F:1][C:2]1[CH:23]=[CH:22][C:5]([CH2:6][N:7]2[CH:11]=[C:10]([NH:12][C:13](=[O:21])OC3C=CC=CC=3)[CH:9]=[N:8]2)=[CH:4][CH:3]=1.[C:24]1([S:30]([CH:33]2[CH2:37][CH2:36][NH:35][CH2:34]2)(=[O:32])=[O:31])[CH:29]=[CH:28][CH:27]=[CH:26][CH:25]=1.C(N(CC)CC)C. Product: [F:1][C:2]1[CH:3]=[CH:4][C:5]([CH2:6][N:7]2[CH:11]=[C:10]([NH:12][C:13]([N:35]3[CH2:36][CH2:37][CH:33]([S:30]([C:24]4[CH:25]=[CH:26][CH:27]=[CH:28][CH:29]=4)(=[O:32])=[O:31])[CH2:34]3)=[O:21])[CH:9]=[N:8]2)=[CH:22][CH:23]=1. The catalyst class is: 9. (9) Reactant: [Cl:1][C:2]1[N:7]=[CH:6][C:5]([OH:8])=[CH:4][C:3]=1[F:9].[C:10]([Si:14](Cl)([C:21]1[CH:26]=[CH:25][CH:24]=[CH:23][CH:22]=1)[C:15]1[CH:20]=[CH:19][CH:18]=[CH:17][CH:16]=1)([CH3:13])([CH3:12])[CH3:11].N1C=CN=C1.CN(C=O)C. Product: [Si:14]([O:8][C:5]1[CH:4]=[C:3]([F:9])[C:2]([Cl:1])=[N:7][CH:6]=1)([C:10]([CH3:13])([CH3:12])[CH3:11])([C:21]1[CH:22]=[CH:23][CH:24]=[CH:25][CH:26]=1)[C:15]1[CH:20]=[CH:19][CH:18]=[CH:17][CH:16]=1. The catalyst class is: 6.